This data is from hERG potassium channel inhibition data for cardiac toxicity prediction from Karim et al.. The task is: Regression/Classification. Given a drug SMILES string, predict its toxicity properties. Task type varies by dataset: regression for continuous values (e.g., LD50, hERG inhibition percentage) or binary classification for toxic/non-toxic outcomes (e.g., AMES mutagenicity, cardiotoxicity, hepatotoxicity). Dataset: herg_karim. The molecule is CCCC[NH+](CCCC)CC[C@@H](O)c1cc2c(Cl)cc(Cl)cc2c2cc(C(F)(F)F)ccc12. The result is 1 (blocker).